Dataset: Reaction yield outcomes from USPTO patents with 853,638 reactions. Task: Predict the reaction yield, written as a fraction of the theoretical maximum amount of product (1.0 means a 100% yield; for example, 0.34 means a 34% yield). The reactants are [Cl:1][C:2]1[CH:10]=[CH:9][C:5]([C:6]([NH2:8])=[S:7])=[CH:4][CH:3]=1.N1C=CC=CC=1.[C:17]1([CH2:23][C:24](Cl)=[O:25])[CH:22]=[CH:21][CH:20]=[CH:19][CH:18]=1.O. The catalyst is CC(C)=O. The product is [Cl:1][C:2]1[CH:10]=[CH:9][C:5]([C:6]([NH:8][C:24](=[O:25])[CH2:23][C:17]2[CH:22]=[CH:21][CH:20]=[CH:19][CH:18]=2)=[S:7])=[CH:4][CH:3]=1. The yield is 0.820.